This data is from Merck oncology drug combination screen with 23,052 pairs across 39 cell lines. The task is: Regression. Given two drug SMILES strings and cell line genomic features, predict the synergy score measuring deviation from expected non-interaction effect. Drug 1: NC1(c2ccc(-c3nc4ccn5c(=O)[nH]nc5c4cc3-c3ccccc3)cc2)CCC1. Drug 2: CC1(c2nc3c(C(N)=O)cccc3[nH]2)CCCN1. Cell line: NCIH460. Synergy scores: synergy=-6.80.